The task is: Predict the reaction yield, written as a fraction of the theoretical maximum amount of product (1.0 means a 100% yield; for example, 0.34 means a 34% yield).. This data is from Reaction yield outcomes from USPTO patents with 853,638 reactions. (1) The reactants are [C:1]([N:5]1[CH2:9][CH2:8][CH2:7][C@@H:6]1[CH2:10][O:11][C:12]1[CH:21]=[CH:20][CH:19]=[C:18]2[C:13]=1[C:14]([NH:22][C:23]1[CH:28]=[CH:27][C:26]([OH:29])=[C:25]([CH3:30])[CH:24]=1)=[N:15][CH:16]=[N:17]2)(=[O:4])[CH2:2][OH:3].Cl.Cl[CH2:33][C:34]1[N:35]=[CH:36][S:37][CH:38]=1. No catalyst specified. The product is [CH3:30][C:25]1[CH:24]=[C:23]([NH:22][C:14]2[C:13]3[C:18](=[CH:19][CH:20]=[CH:21][C:12]=3[O:11][CH2:10][C@H:6]3[CH2:7][CH2:8][CH2:9][N:5]3[C:1](=[O:4])[CH2:2][OH:3])[N:17]=[CH:16][N:15]=2)[CH:28]=[CH:27][C:26]=1[O:29][CH2:33][C:34]1[N:35]=[CH:36][S:37][CH:38]=1. The yield is 0.290. (2) The reactants are [CH3:1][C:2]1[CH:11]=[CH:10][C:5]([C:6]([O:8][CH3:9])=[O:7])=[CH:4][N:3]=1.C1C(=O)N([Br:19])C(=O)C1.CC(N=NC(C#N)(C)C)(C#N)C.C(=O)([O-])O.[Na+]. The catalyst is C(OCC)(=O)C. The product is [Br:19][CH2:1][C:2]1[CH:11]=[CH:10][C:5]([C:6]([O:8][CH3:9])=[O:7])=[CH:4][N:3]=1. The yield is 0.280. (3) The catalyst is CN(C)C=O. The yield is 0.440. The product is [Cl:31][C:32]1[CH:39]=[CH:38][CH:37]=[CH:36][C:33]=1[CH2:34][N:9]1[C:10](=[O:23])[C:11]([C:14]([NH:16][CH2:17][C:18]([OH:20])=[O:19])=[O:15])=[C:12]([OH:13])[N:7]([CH:1]2[CH2:2][CH2:3][CH2:4][CH2:5][CH2:6]2)[C:8]1=[O:24]. The reactants are [CH:1]1([N:7]2[C:12]([OH:13])=[C:11]([C:14]([NH:16][CH2:17][C:18]([O:20]CC)=[O:19])=[O:15])[C:10](=[O:23])[NH:9][C:8]2=[O:24])[CH2:6][CH2:5][CH2:4][CH2:3][CH2:2]1.C(=O)([O-])[O-].[K+].[K+].[Cl:31][C:32]1[CH:39]=[CH:38][CH:37]=[CH:36][C:33]=1[CH2:34]Br.Cl. (4) The reactants are [CH:1]1([CH2:6][CH:7]([N:11]2[N:20]=[CH:19][C:18]3[C:13](=[CH:14][CH:15]=[CH:16][CH:17]=3)[C:12]2=[O:21])[C:8]([OH:10])=O)[CH2:5][CH2:4][CH2:3][CH2:2]1.[NH2:22][C:23]1[CH:27]=[CH:26][N:25]([CH2:28][C:29]([CH3:32])([OH:31])[CH3:30])[N:24]=1. No catalyst specified. The product is [CH:1]1([CH2:6][CH:7]([N:11]2[N:20]=[CH:19][C:18]3[C:13](=[CH:14][CH:15]=[CH:16][CH:17]=3)[C:12]2=[O:21])[C:8]([NH:22][C:23]2[CH:27]=[CH:26][N:25]([CH2:28][C:29]([OH:31])([CH3:30])[CH3:32])[N:24]=2)=[O:10])[CH2:2][CH2:3][CH2:4][CH2:5]1. The yield is 0.110. (5) The product is [CH2:1]([N:8]1[CH2:37][CH2:36][C:11]2([N:16]3[N:17]=[C:18]([C:22]4[CH:27]=[CH:26][C:25]([O:28][C:29]5[CH:34]=[CH:33][CH:32]=[CH:31][CH:30]=5)=[CH:24][CH:23]=4)[C:19]([C:20]([NH2:21])=[O:38])=[C:15]3[NH:14][C:13](=[O:35])[CH2:12]2)[CH2:10][CH2:9]1)[C:2]1[CH:7]=[CH:6][CH:5]=[CH:4][CH:3]=1. The catalyst is OP(O)(O)=O. The reactants are [CH2:1]([N:8]1[CH2:37][CH2:36][C:11]2([N:16]3[N:17]=[C:18]([C:22]4[CH:27]=[CH:26][C:25]([O:28][C:29]5[CH:34]=[CH:33][CH:32]=[CH:31][CH:30]=5)=[CH:24][CH:23]=4)[C:19]([C:20]#[N:21])=[C:15]3[NH:14][C:13](=[O:35])[CH2:12]2)[CH2:10][CH2:9]1)[C:2]1[CH:7]=[CH:6][CH:5]=[CH:4][CH:3]=1.[OH2:38]. The yield is 0.348. (6) The reactants are Br[C:2]1[CH:3]=[CH:4][C:5]([N+:8]([O-:10])=[O:9])=[N:6][CH:7]=1.[CH:11]12[NH:18][CH:15]([CH2:16][CH2:17]1)[CH2:14][N:13]([C:19]([O:21][C:22]([CH3:25])([CH3:24])[CH3:23])=[O:20])[CH2:12]2.C(=O)([O-])[O-].[Cs+].[Cs+]. The catalyst is C1C=CC(/C=C/C(/C=C/C2C=CC=CC=2)=O)=CC=1.C1C=CC(/C=C/C(/C=C/C2C=CC=CC=2)=O)=CC=1.C1C=CC(/C=C/C(/C=C/C2C=CC=CC=2)=O)=CC=1.[Pd].[Pd].CC1(C)C2C(=C(P(C3C=CC=CC=3)C3C=CC=CC=3)C=CC=2)OC2C(P(C3C=CC=CC=3)C3C=CC=CC=3)=CC=CC1=2.O1CCOCC1. The product is [N+:8]([C:5]1[N:6]=[CH:7][C:2]([N:18]2[CH:11]3[CH2:17][CH2:16][CH:15]2[CH2:14][N:13]([C:19]([O:21][C:22]([CH3:25])([CH3:24])[CH3:23])=[O:20])[CH2:12]3)=[CH:3][CH:4]=1)([O-:10])=[O:9]. The yield is 0.668. (7) The reactants are [CH3:1][C:2]1[C:10]([N+:11]([O-:13])=[O:12])=[CH:9][CH:8]=[CH:7][C:3]=1[C:4]([OH:6])=[O:5].[Br:14]N1C(C)(C)C(=O)N(Br)C1=O. The catalyst is OS(O)(=O)=O. The product is [Br:14][C:8]1[CH:9]=[C:10]([N+:11]([O-:13])=[O:12])[C:2]([CH3:1])=[C:3]([CH:7]=1)[C:4]([OH:6])=[O:5]. The yield is 0.980. (8) The reactants are [CH3:1][O:2][C:3]1[CH:4]=[C:5]([CH2:9][CH2:10][NH:11][C:12]([CH:14]2[CH2:19][CH2:18][CH2:17][CH2:16][CH2:15]2)=O)[CH:6]=[CH:7][CH:8]=1.O=P(Cl)(Cl)Cl. No catalyst specified. The product is [CH:14]1([C:12]2[C:6]3[C:5](=[CH:4][C:3]([O:2][CH3:1])=[CH:8][CH:7]=3)[CH2:9][CH2:10][N:11]=2)[CH2:19][CH2:18][CH2:17][CH2:16][CH2:15]1. The yield is 0.930.